The task is: Regression. Given two drug SMILES strings and cell line genomic features, predict the synergy score measuring deviation from expected non-interaction effect.. This data is from Merck oncology drug combination screen with 23,052 pairs across 39 cell lines. (1) Drug 1: O=c1[nH]cc(F)c(=O)[nH]1. Drug 2: NC(=O)c1cccc2cn(-c3ccc(C4CCCNC4)cc3)nc12. Cell line: SKMES1. Synergy scores: synergy=0.730. (2) Drug 1: CC(=O)OC1C(=O)C2(C)C(O)CC3OCC3(OC(C)=O)C2C(OC(=O)c2ccccc2)C2(O)CC(OC(=O)C(O)C(NC(=O)c3ccccc3)c3ccccc3)C(C)=C1C2(C)C. Drug 2: C=CCn1c(=O)c2cnc(Nc3ccc(N4CCN(C)CC4)cc3)nc2n1-c1cccc(C(C)(C)O)n1. Cell line: KPL1. Synergy scores: synergy=3.69. (3) Drug 1: COc1cccc2c1C(=O)c1c(O)c3c(c(O)c1C2=O)CC(O)(C(=O)CO)CC3OC1CC(N)C(O)C(C)O1. Drug 2: CC1(c2nc3c(C(N)=O)cccc3[nH]2)CCCN1. Cell line: NCIH520. Synergy scores: synergy=-3.71. (4) Drug 1: O=S1(=O)NC2(CN1CC(F)(F)F)C1CCC2Cc2cc(C=CCN3CCC(C(F)(F)F)CC3)ccc2C1. Drug 2: CCC1=CC2CN(C1)Cc1c([nH]c3ccccc13)C(C(=O)OC)(c1cc3c(cc1OC)N(C)C1C(O)(C(=O)OC)C(OC(C)=O)C4(CC)C=CCN5CCC31C54)C2. Cell line: ZR751. Synergy scores: synergy=-15.3. (5) Drug 1: CC1CC2C3CCC4=CC(=O)C=CC4(C)C3(F)C(O)CC2(C)C1(O)C(=O)CO. Drug 2: O=C(NOCC(O)CO)c1ccc(F)c(F)c1Nc1ccc(I)cc1F. Cell line: HT144. Synergy scores: synergy=2.36. (6) Drug 1: O=C(O)C1(Cc2cccc(Nc3nccs3)n2)CCC(Oc2cccc(Cl)c2F)CC1. Drug 2: CC(C)CC(NC(=O)C(Cc1ccccc1)NC(=O)c1cnccn1)B(O)O. Cell line: RKO. Synergy scores: synergy=12.8.